This data is from Full USPTO retrosynthesis dataset with 1.9M reactions from patents (1976-2016). The task is: Predict the reactants needed to synthesize the given product. (1) Given the product [S:1]([C:4]1[CH:10]=[CH:9][C:7]([CH3:8])=[CH:6][CH:5]=1)([OH:11])(=[O:3])=[O:2].[CH2:21]([NH:20][C:18]1[CH:17]=[CH:16][N:15]([NH2:12])[C:14](=[NH:13])[CH:19]=1)[CH3:22], predict the reactants needed to synthesize it. The reactants are: [S:1]([O:11][NH2:12])([C:4]1[CH:10]=[CH:9][C:7]([CH3:8])=[CH:6][CH:5]=1)(=[O:3])=[O:2].[NH2:13][C:14]1[CH:19]=[C:18]([NH:20][CH2:21][CH3:22])[CH:17]=[CH:16][N:15]=1. (2) Given the product [C:17]([O:21][C:22](=[O:25])[CH2:23][O:2][C:1]1[CH:8]=[CH:7][C:5]([OH:6])=[CH:4][CH:3]=1)([CH3:20])([CH3:19])[CH3:18], predict the reactants needed to synthesize it. The reactants are: [C:1]1([CH:8]=[CH:7][C:5]([OH:6])=[CH:4][CH:3]=1)[OH:2].[OH-].[K+].O1CCOCC1.[C:17]([O:21][C:22](=[O:25])[CH2:23]Br)([CH3:20])([CH3:19])[CH3:18]. (3) The reactants are: Br[C:2]1[CH:3]=[C:4]2[C:12]([C:13]3[CH:18]=[C:17]([N+:19]([O-:21])=[O:20])[CH:16]=[CH:15][C:14]=3[O:22][C:23]3[CH:28]=[CH:27][C:26]([F:29])=[CH:25][C:24]=3[F:30])=[CH:11][N:10]([CH3:31])[C:5]2=[C:6]([O:8][CH3:9])[N:7]=1.[B-](F)(F)(F)[CH2:33][N:34]1[CH2:39][CH2:38][O:37][CH2:36][CH2:35]1.[K+].C1(P(C2CCCCC2)C2C=CC=CC=2C2C(C(C)C)=CC(C(C)C)=CC=2C(C)C)CCCCC1.C([O-])([O-])=O.[Cs+].[Cs+]. Given the product [F:30][C:24]1[CH:25]=[C:26]([F:29])[CH:27]=[CH:28][C:23]=1[O:22][C:14]1[CH:15]=[CH:16][C:17]([N+:19]([O-:21])=[O:20])=[CH:18][C:13]=1[C:12]1[C:4]2[C:5](=[C:6]([O:8][CH3:9])[N:7]=[C:2]([CH2:33][N:34]3[CH2:39][CH2:38][O:37][CH2:36][CH2:35]3)[CH:3]=2)[N:10]([CH3:31])[CH:11]=1, predict the reactants needed to synthesize it. (4) Given the product [CH2:1]([N:5]1[C:10]2[CH:11]=[C:12]([C:17]([OH:19])=[O:18])[CH:13]=[C:14]([C:15]#[N:16])[C:9]=2[O:8][CH2:7][CH2:6]1)[CH2:2][CH2:3][CH3:4], predict the reactants needed to synthesize it. The reactants are: [CH2:1]([N:5]1[C:10]2[CH:11]=[C:12]([C:17]([O:19]C)=[O:18])[CH:13]=[C:14]([C:15]#[N:16])[C:9]=2[O:8][CH2:7][CH2:6]1)[CH2:2][CH2:3][CH3:4].[OH-].[K+]. (5) Given the product [N:1]([CH2:11][C:10]1[CH:9]=[CH:8][C:7]([C:6]([F:5])([F:15])[F:16])=[CH:14][CH:13]=1)=[N+:2]=[N-:3], predict the reactants needed to synthesize it. The reactants are: [N-:1]=[N+:2]=[N-:3].[Na+].[F:5][C:6]([F:16])([F:15])[C:7]1[CH:14]=[CH:13][C:10]([CH2:11]Br)=[CH:9][CH:8]=1. (6) Given the product [CH2:32]([O:31][C:29]1[CH:28]=[C:11]([CH:10]=[C:9]([O:8][CH2:1][C:2]2[CH:7]=[CH:6][CH:5]=[CH:4][CH:3]=2)[CH:30]=1)[C:12]1[O:13][C:14]2[C:19]([C:20](=[O:22])[CH:21]=1)=[CH:18][CH:17]=[C:16]([O:23][CH2:24][CH:25]([OH:27])[CH2:26][NH:42][CH:39]([CH3:41])[CH3:40])[CH:15]=2)[C:33]1[CH:38]=[CH:37][CH:36]=[CH:35][CH:34]=1, predict the reactants needed to synthesize it. The reactants are: [CH2:1]([O:8][C:9]1[CH:10]=[C:11]([CH:28]=[C:29]([O:31][CH2:32][C:33]2[CH:38]=[CH:37][CH:36]=[CH:35][CH:34]=2)[CH:30]=1)[C:12]1[O:13][C:14]2[C:19]([C:20](=[O:22])[CH:21]=1)=[CH:18][CH:17]=[C:16]([O:23][CH2:24][CH:25]1[O:27][CH2:26]1)[CH:15]=2)[C:2]1[CH:7]=[CH:6][CH:5]=[CH:4][CH:3]=1.[CH:39]([NH2:42])([CH3:41])[CH3:40]. (7) Given the product [CH:1]([C:3]1[CH:11]=[CH:10][C:6]([C:7]([O:9][CH3:16])=[O:8])=[CH:5][CH:4]=1)=[O:2], predict the reactants needed to synthesize it. The reactants are: [CH:1]([C:3]1[CH:11]=[CH:10][C:6]([C:7]([OH:9])=[O:8])=[CH:5][CH:4]=1)=[O:2].S(Cl)(Cl)=O.[CH3:16]O. (8) The reactants are: [F:1][C:2]([F:19])([F:18])[C:3]1[CH:4]=[C:5]([PH:13](=[O:17])[O:14][CH2:15][CH3:16])[CH:6]=[C:7]([C:9]([F:12])([F:11])[F:10])[CH:8]=1.Br[C:21]1[CH:26]=[CH:25][C:24]([O:27][CH:28]([CH3:30])[CH3:29])=[C:23]([CH:31]=[CH2:32])[CH:22]=1.C(N(CC)CC)C. Given the product [CH2:15]([O:14][P:13]([C:5]1[CH:4]=[C:3]([C:2]([F:1])([F:18])[F:19])[CH:8]=[C:7]([C:9]([F:12])([F:11])[F:10])[CH:6]=1)([C:21]1[CH:26]=[CH:25][C:24]([O:27][CH:28]([CH3:29])[CH3:30])=[C:23]([CH:31]=[CH2:32])[CH:22]=1)=[O:17])[CH3:16], predict the reactants needed to synthesize it.